From a dataset of Reaction yield outcomes from USPTO patents with 853,638 reactions. Predict the reaction yield, written as a fraction of the theoretical maximum amount of product (1.0 means a 100% yield; for example, 0.34 means a 34% yield). (1) The reactants are [Cl:1][C:2]1[CH:3]=[C:4]([NH:16][C:17]2[C:26]3[C:21](=[CH:22][CH:23]=[CH:24][C:25]=3[O:27][CH2:28][C@H:29]3[CH2:34][O:33][CH2:32][CH2:31][NH:30]3)[N:20]=[CH:19][N:18]=2)[CH:5]=[CH:6][C:7]=1[O:8][CH2:9][C:10]1[CH:15]=[CH:14][CH:13]=[CH:12][N:11]=1.C([O:38][CH2:39][C:40](Cl)=[O:41])(=O)C. No catalyst specified. The product is [Cl:1][C:2]1[CH:3]=[C:4]([NH:16][C:17]2[C:26]3[C:21](=[CH:22][CH:23]=[CH:24][C:25]=3[O:27][CH2:28][C@H:29]3[CH2:34][O:33][CH2:32][CH2:31][N:30]3[C:39](=[O:38])[CH2:40][OH:41])[N:20]=[CH:19][N:18]=2)[CH:5]=[CH:6][C:7]=1[O:8][CH2:9][C:10]1[CH:15]=[CH:14][CH:13]=[CH:12][N:11]=1. The yield is 0.200. (2) The reactants are [Cl:1][C:2]1[CH:9]=[CH:8][C:5]([CH2:6][OH:7])=[CH:4][C:3]=1[O:10][CH2:11][CH3:12]. The catalyst is ClCCl.O=[Mn]=O. The product is [Cl:1][C:2]1[CH:9]=[CH:8][C:5]([CH:6]=[O:7])=[CH:4][C:3]=1[O:10][CH2:11][CH3:12]. The yield is 0.520.